Dataset: Reaction yield outcomes from USPTO patents with 853,638 reactions. Task: Predict the reaction yield, written as a fraction of the theoretical maximum amount of product (1.0 means a 100% yield; for example, 0.34 means a 34% yield). (1) The reactants are CN(C)C=O.Br[C:7]1[CH:8]=[C:9]([CH:13]=[CH:14][C:15]=1[O:16][CH3:17])[CH2:10][C:11]#[N:12].C(=O)([O-])[O-].[K+].[K+].[CH2:24](B(CC)CC)[CH3:25]. The catalyst is O. The product is [CH2:24]([C:7]1[CH:8]=[C:9]([CH2:10][C:11]#[N:12])[CH:13]=[CH:14][C:15]=1[O:16][CH3:17])[CH3:25]. The yield is 0.380. (2) The reactants are S([O:5][C:6]1[CH:11]=[CH:10][C:9]([NH:12][CH3:13])=[CH:8][CH:7]=1)(O)(=O)=O.[F:14][C:15]([F:27])([F:26])[C:16]1[CH:21]=[CH:20][C:19]([S:22](Cl)(=[O:24])=[O:23])=[CH:18][CH:17]=1.O. The catalyst is C1(C)C=CC=CC=1. The product is [OH:5][C:6]1[CH:7]=[CH:8][C:9]([N:12]([CH3:13])[S:22]([C:19]2[CH:18]=[CH:17][C:16]([C:15]([F:14])([F:26])[F:27])=[CH:21][CH:20]=2)(=[O:24])=[O:23])=[CH:10][CH:11]=1. The yield is 1.00. (3) The product is [NH2:1][C@@H:4]1[CH2:9][CH2:8][C@H:7]([N:10]2[CH2:14][CH2:13][C@H:12]([CH2:15][C:16]3([C:21]4[CH:26]=[CH:25][CH:24]=[C:23]([C:27]([F:28])([F:29])[F:30])[CH:22]=4)[O:17][CH2:18][CH2:19][O:20]3)[C:11]2=[O:31])[C@H:6]([CH2:32][S:33]([C:36]2[CH:37]=[CH:38][CH:39]=[CH:40][CH:41]=2)(=[O:34])=[O:35])[CH2:5]1. The yield is 0.800. The catalyst is CO.[Pd]. The reactants are [N:1]([C@@H:4]1[CH2:9][CH2:8][C@H:7]([N:10]2[CH2:14][CH2:13][C@H:12]([CH2:15][C:16]3([C:21]4[CH:26]=[CH:25][CH:24]=[C:23]([C:27]([F:30])([F:29])[F:28])[CH:22]=4)[O:20][CH2:19][CH2:18][O:17]3)[C:11]2=[O:31])[C@H:6]([CH2:32][S:33]([C:36]2[CH:41]=[CH:40][CH:39]=[CH:38][CH:37]=2)(=[O:35])=[O:34])[CH2:5]1)=[N+]=[N-]. (4) The reactants are [CH3:1][O:2][C:3](=[O:31])[C@@H:4]([NH:23]C(OC(C)(C)C)=O)[CH2:5][C:6]1[CH:11]=[CH:10][C:9]([NH:12][C:13](=[O:22])[C:14]2[C:19]([Cl:20])=[CH:18][CH:17]=[CH:16][C:15]=2[Cl:21])=[CH:8][CH:7]=1.Cl. The catalyst is O1CCOCC1.C1COCC1.CO. The product is [ClH:20].[CH3:1][O:2][C:3](=[O:31])[C@@H:4]([NH2:23])[CH2:5][C:6]1[CH:11]=[CH:10][C:9]([NH:12][C:13](=[O:22])[C:14]2[C:15]([Cl:21])=[CH:16][CH:17]=[CH:18][C:19]=2[Cl:20])=[CH:8][CH:7]=1. The yield is 1.00. (5) The reactants are [CH3:1][O:2][C:3]([C:5]1[CH:13]=[C:12]2[C:8]([C:9]3[CH:17]=[C:16]([CH3:18])[CH:15]=[N:14][C:10]=3[NH:11]2)=[C:7](I)[CH:6]=1)=[O:4].[CH2:20]([S:22]([C:25]1[CH:26]=[C:27](C2C=C(C(F)(F)F)C(C)=C([N+]([O-])=O)C=2C2C(F)=NC=C(C)C=2)[CH:28]=[CH:29][CH:30]=1)(=[O:24])=[O:23])[CH3:21]. No catalyst specified. The product is [CH3:1][O:2][C:3]([C:5]1[CH:13]=[C:12]2[C:8]([C:9]3[CH:17]=[C:16]([CH3:18])[CH:15]=[N:14][C:10]=3[NH:11]2)=[C:7]([C:27]2[CH:28]=[CH:29][CH:30]=[C:25]([S:22]([CH2:20][CH3:21])(=[O:23])=[O:24])[CH:26]=2)[CH:6]=1)=[O:4]. The yield is 0.650. (6) The reactants are [CH2:1]([N:8]1[CH2:12][C@H:11]([C:13]2[CH:18]=[CH:17][C:16]([F:19])=[CH:15][CH:14]=2)[C@@H:10]([C:20](=[O:22])[CH3:21])[CH2:9]1)[C:2]1[CH:7]=[CH:6][CH:5]=[CH:4][CH:3]=1.[H-].[H-].[H-].[H-].[Li+].[Al+3]. The catalyst is C1COCC1. The product is [CH2:1]([N:8]1[CH2:12][C@H:11]([C:13]2[CH:14]=[CH:15][C:16]([F:19])=[CH:17][CH:18]=2)[C@@H:10]([C@H:20]([OH:22])[CH3:21])[CH2:9]1)[C:2]1[CH:3]=[CH:4][CH:5]=[CH:6][CH:7]=1. The yield is 0.410. (7) The reactants are [CH2:1]([O:3][C:4]([CH:6]1[CH2:11][NH:10][C:9]2[CH:12]=[C:13]([Cl:17])[C:14]([Cl:16])=[CH:15][C:8]=2[O:7]1)=[O:5])[CH3:2].[C:18](=O)([O:24]C(C)(C)C)[O:19][C:20]([CH3:23])([CH3:22])[CH3:21]. The catalyst is C1COCC1.CN(C1C=CN=CC=1)C. The product is [CH3:2][CH2:1][O:3][C:4]([CH:6]1[CH2:11][N:10]([C:18]([O:19][C:20]([CH3:23])([CH3:22])[CH3:21])=[O:24])[C:9]2[CH:12]=[C:13]([Cl:17])[C:14]([Cl:16])=[CH:15][C:8]=2[O:7]1)=[O:5]. The yield is 0.640. (8) The reactants are Br[C:2]1[N:7]=[C:6]([N:8]([CH2:16][C:17]2([O:23][CH3:24])[CH2:22][CH2:21][O:20][CH2:19][CH2:18]2)[C:9](=[O:15])[O:10][C:11]([CH3:14])([CH3:13])[CH3:12])[CH:5]=[CH:4][CH:3]=1.[Cl:25][C:26]1[C:27](B(O)O)=[CH:28][C:29]([F:32])=[N:30][CH:31]=1.C(Cl)Cl.COCCOC. The catalyst is CCOC(C)=O.C1C=CC(P(C2C=CC=CC=2)[C-]2C=CC=C2)=CC=1.C1C=CC(P(C2C=CC=CC=2)[C-]2C=CC=C2)=CC=1.Cl[Pd]Cl.[Fe+2]. The product is [Cl:25][C:26]1[C:27]([C:2]2[CH:3]=[CH:4][CH:5]=[C:6]([N:8]([CH2:16][C:17]3([O:23][CH3:24])[CH2:22][CH2:21][O:20][CH2:19][CH2:18]3)[C:9](=[O:15])[O:10][C:11]([CH3:13])([CH3:14])[CH3:12])[N:7]=2)=[CH:28][C:29]([F:32])=[N:30][CH:31]=1. The yield is 0.570.